Dataset: Reaction yield outcomes from USPTO patents with 853,638 reactions. Task: Predict the reaction yield, written as a fraction of the theoretical maximum amount of product (1.0 means a 100% yield; for example, 0.34 means a 34% yield). (1) The reactants are [F:1][C:2]([F:29])([F:28])[C:3]1[CH:4]=[C:5]([C:13]2[N:17]=[CH:16][N:15]([CH:18](Br)[CH:19]([Br:26])[C:20]([O:22][CH:23]([CH3:25])[CH3:24])=[O:21])[N:14]=2)[CH:6]=[C:7]([C:9]([F:12])([F:11])[F:10])[CH:8]=1.C(N(CC)CC)C. The catalyst is O1CCCC1.O. The product is [F:28][C:2]([F:1])([F:29])[C:3]1[CH:4]=[C:5]([C:13]2[N:17]=[CH:16][N:15](/[CH:18]=[C:19](\[Br:26])/[C:20]([O:22][CH:23]([CH3:24])[CH3:25])=[O:21])[N:14]=2)[CH:6]=[C:7]([C:9]([F:10])([F:11])[F:12])[CH:8]=1. The yield is 0.880. (2) The yield is 0.780. The product is [F:32][CH:2]([F:1])[C:3]1[N:7]([C:8]2[N:13]=[C:12]([N:14]3[CH2:15][CH2:16][O:17][CH2:18][CH2:19]3)[N:11]=[C:10]([N:20]3[CH2:25][CH2:24][N:23]([S:44]([N:43]([CH3:48])[CH3:42])(=[O:46])=[O:45])[CH2:22][CH2:21]3)[N:9]=2)[C:6]2[CH:26]=[CH:27][CH:28]=[C:29]([O:30][CH3:31])[C:5]=2[N:4]=1. The reactants are [F:1][CH:2]([F:32])[C:3]1[N:7]([C:8]2[N:13]=[C:12]([N:14]3[CH2:19][CH2:18][O:17][CH2:16][CH2:15]3)[N:11]=[C:10]([N:20]3[CH2:25][CH2:24][NH:23][CH2:22][CH2:21]3)[N:9]=2)[C:6]2[CH:26]=[CH:27][CH:28]=[C:29]([O:30][CH3:31])[C:5]=2[N:4]=1.CCN(C(C)C)C(C)C.[CH3:42][N:43]([CH3:48])[S:44](Cl)(=[O:46])=[O:45].O. The catalyst is C(Cl)Cl. (3) The reactants are [Cl:1][C:2]1[CH:11]=[CH:10][C:9]([OH:12])=[CH:8][C:3]=1[C:4](OC)=[O:5].[NH3:13]. The catalyst is CO. The product is [Cl:1][C:2]1[CH:11]=[CH:10][C:9]([OH:12])=[CH:8][C:3]=1[C:4]([NH2:13])=[O:5]. The yield is 0.800. (4) The reactants are CN(C)C=O.S(Cl)([Cl:8])=O.[F:10][C:11]1[CH:16]=[C:15]([N+:17]([O-:19])=[O:18])[C:14](O)=[C:13]([N+:21]([O-:23])=[O:22])[CH:12]=1. The catalyst is C1(C)C=CC=CC=1. The product is [Cl:8][C:14]1[C:15]([N+:17]([O-:19])=[O:18])=[CH:16][C:11]([F:10])=[CH:12][C:13]=1[N+:21]([O-:23])=[O:22]. The yield is 0.560. (5) The reactants are [Cl:1][C:2]1[CH:3]=[N:4][N:5]([CH3:26])[C:6]=1[C:7]1[CH:8]=[C:9]([NH:14][C:15](=[O:25])[C:16]2[CH:21]=[CH:20][C:19]([O:22][CH3:23])=[CH:18][C:17]=2[F:24])[CH:10]=[CH:11][C:12]=1[OH:13].C1(P(C2C=CC=CC=2)C2C=CC=CC=2)C=CC=CC=1.ClC1C=NN(C)C=1C1C=C(NC(=O)C2C=CC(OC)=CC=2F)C=CC=1O.C1COCC1.CC(OC(/N=N/C(OC(C)C)=O)=O)C.[F:91][C:92]([F:106])([F:105])[CH2:93][CH:94]([NH:97]C(=O)OC(C)(C)C)[CH2:95]O.[C:107]([OH:113])([C:109]([F:112])([F:111])[F:110])=[O:108]. The catalyst is C1COCC1. The product is [F:110][C:109]([F:112])([F:111])[C:107]([OH:113])=[O:108].[NH2:97][CH:94]([CH2:93][C:92]([F:106])([F:105])[F:91])[CH2:95][O:13][C:12]1[CH:11]=[CH:10][C:9]([NH:14][C:15](=[O:25])[C:16]2[CH:21]=[CH:20][C:19]([O:22][CH3:23])=[CH:18][C:17]=2[F:24])=[CH:8][C:7]=1[C:6]1[N:5]([CH3:26])[N:4]=[CH:3][C:2]=1[Cl:1]. The yield is 0.245. (6) The catalyst is C(OCC)(=O)C.CCCCCC. The product is [Cl:25][C:26]1[CH:34]=[CH:33][C:29]([C:30]([NH:21][C:16]2[C:17]([CH3:20])=[C:18]([CH3:19])[C:13]3[O:12][C:11]([CH3:24])([CH3:23])[CH:10]([C:7]4[CH:8]=[CH:9][C:4]([CH:1]([CH3:3])[CH3:2])=[CH:5][CH:6]=4)[C:14]=3[C:15]=2[CH3:22])=[O:31])=[CH:28][CH:27]=1. The yield is 0.710. The reactants are [CH:1]([C:4]1[CH:9]=[CH:8][C:7]([CH:10]2[C:14]3[C:15]([CH3:22])=[C:16]([NH2:21])[C:17]([CH3:20])=[C:18]([CH3:19])[C:13]=3[O:12][C:11]2([CH3:24])[CH3:23])=[CH:6][CH:5]=1)([CH3:3])[CH3:2].[Cl:25][C:26]1[CH:34]=[CH:33][C:29]([C:30](Cl)=[O:31])=[CH:28][CH:27]=1. (7) The reactants are C(C(CC)(C([O-])=O)C([O-])=O)C.[O-]CC.[Na+].[CH2:16]([O:18][C:19](=[O:41])[CH:20]([C:26]1[C:27](=[O:40])[N:28]([CH2:33][C:34]2[CH:39]=[CH:38][CH:37]=[CH:36][CH:35]=2)[N:29]=[CH:30][C:31]=1[Cl:32])C(OCC)=O)[CH3:17].C(OC(=O)C(C1C=NN(CC2C=CC=CC=2)C(=O)C=1Cl)C(OCC)=O)C.[Na+].[Cl-]. The catalyst is C(OC(C)C)(C)C.CS(C)=O.O. The product is [CH2:16]([O:18][C:19](=[O:41])[CH2:20][C:26]1[C:27](=[O:40])[N:28]([CH2:33][C:34]2[CH:39]=[CH:38][CH:37]=[CH:36][CH:35]=2)[N:29]=[CH:30][C:31]=1[Cl:32])[CH3:17]. The yield is 0.490. (8) The reactants are [CH:1]12[CH2:6][CH:4]([CH2:5]1)[CH2:3][N:2]2[C:7]1[CH:12]=[C:11]([N:13]2[CH2:18][C@@H:17]3[CH2:19][C@H:14]2[CH2:15][O:16]3)[CH:10]=[C:9](Cl)[N:8]=1.[F:21][CH:22]([F:40])[O:23][C:24]1[C:25]([NH2:39])=[N:26][CH:27]=[C:28](B2OC(C)(C)C(C)(C)O2)[CH:29]=1.C(=O)([O-])[O-].[K+].[K+]. The catalyst is O1CCOCC1.O.[Pd](Cl)Cl.C1(P(C2C=CC=CC=2)[C-]2C=CC=C2)C=CC=CC=1.[C-]1(P(C2C=CC=CC=2)C2C=CC=CC=2)C=CC=C1.[Fe+2]. The product is [CH:4]12[CH2:6][CH:1]([CH2:5]1)[N:2]([C:7]1[N:8]=[C:9]([C:28]3[CH:29]=[C:24]([O:23][CH:22]([F:40])[F:21])[C:25]([NH2:39])=[N:26][CH:27]=3)[CH:10]=[C:11]([N:13]3[CH2:18][C@@H:17]4[CH2:19][C@H:14]3[CH2:15][O:16]4)[CH:12]=1)[CH2:3]2. The yield is 0.246. (9) The reactants are Cl[C:2]1[N:9]=[C:8]([Cl:10])[C:7]([F:11])=[CH:6][C:3]=1[C:4]#[N:5].[F:12][C:13]([F:17])([F:16])[CH2:14][OH:15].[H-].[Na+].O. The catalyst is CN(C)C=O. The product is [Cl:10][C:8]1[C:7]([F:11])=[CH:6][C:3]([C:4]#[N:5])=[C:2]([O:15][CH2:14][C:13]([F:17])([F:16])[F:12])[N:9]=1. The yield is 0.760.